From a dataset of Full USPTO retrosynthesis dataset with 1.9M reactions from patents (1976-2016). Predict the reactants needed to synthesize the given product. (1) Given the product [C:27]([C:8]1[N:7]=[CH:6][C:5]([C:9]#[C:10][CH:11]=[C:12]2[CH2:13][CH2:14][N:15]([C:18]([O:20][C:21]([CH3:22])([CH3:23])[CH3:24])=[O:19])[CH2:16][CH2:17]2)=[CH:4][CH:3]=1)#[N:28], predict the reactants needed to synthesize it. The reactants are: C([C:3]1[CH:4]=[C:5]([C:9]#[C:10][CH:11]=[C:12]2[CH2:17][CH2:16][N:15]([C:18]([O:20][C:21]([CH3:24])([CH3:23])[CH3:22])=[O:19])[CH2:14][CH2:13]2)[CH:6]=[N:7][CH:8]=1)#N.BrC1C(C#N)=CC=[N:28][CH:27]=1. (2) Given the product [C:11]([C:8]1[C:7]([C:15]#[N:16])=[C:6]([C:4]([OH:5])=[O:3])[O:10][N:9]=1)([CH3:14])([CH3:12])[CH3:13], predict the reactants needed to synthesize it. The reactants are: C([O:3][C:4]([C:6]1[O:10][N:9]=[C:8]([C:11]([CH3:14])([CH3:13])[CH3:12])[C:7]=1[C:15]#[N:16])=[O:5])C.[Li+].[OH-]. (3) Given the product [F:1][C:2]1[C:7]2[N:8]([CH:12]([CH3:14])[CH3:13])[C:9](=[O:11])[O:10][C:6]=2[CH:5]=[C:4]([N:15]2[CH2:19][C@H:18]([C:20]([NH2:25])=[O:22])[O:17][C:16]2=[O:24])[CH:3]=1, predict the reactants needed to synthesize it. The reactants are: [F:1][C:2]1[C:7]2[N:8]([CH:12]([CH3:14])[CH3:13])[C:9](=[O:11])[O:10][C:6]=2[CH:5]=[C:4]([N:15]2[CH2:19][C@H:18]([C:20]([O:22]C)=O)[O:17][C:16]2=[O:24])[CH:3]=1.[NH3:25]. (4) The reactants are: [F:1][C:2]([F:22])([C:16]1[CH:21]=[CH:20][CH:19]=[CH:18][CH:17]=1)[CH2:3][O:4][C:5]1[CH:10]=[CH:9][C:8]([CH2:11][C:12]([CH3:15])(O)[CH3:13])=[CH:7][CH:6]=1.[NH2:23]C(N)=S.C(O)(=O)C.[OH-].[Na+]. Given the product [F:1][C:2]([F:22])([C:16]1[CH:21]=[CH:20][CH:19]=[CH:18][CH:17]=1)[CH2:3][O:4][C:5]1[CH:10]=[CH:9][C:8]([CH2:11][C:12]([NH2:23])([CH3:15])[CH3:13])=[CH:7][CH:6]=1, predict the reactants needed to synthesize it. (5) The reactants are: [CH3:1][O:2][C:3]([CH:5]1[CH:10](O)[C:9]([CH3:13])([CH3:12])[CH2:8][N:7]([C:14](=[O:22])[C:15]2[CH:20]=[CH:19][C:18]([F:21])=[CH:17][CH:16]=2)[CH2:6]1)=[O:4].C(N(CC)CC)C.CS(Cl)(=O)=O.C1CCN2C(=NCCC2)CC1. Given the product [CH3:1][O:2][C:3]([C:5]1[CH2:6][N:7]([C:14](=[O:22])[C:15]2[CH:20]=[CH:19][C:18]([F:21])=[CH:17][CH:16]=2)[CH2:8][C:9]([CH3:13])([CH3:12])[CH:10]=1)=[O:4], predict the reactants needed to synthesize it. (6) Given the product [CH3:1][N:2]1[C@@H:18]2[CH2:19][C:7]3[CH:8]=[CH:9][C:10]([O:22][CH3:23])=[C:11]4[O:12][C@H:13]5[C:14]([O:20][CH3:21])=[CH:15][CH2:16][C@@H:17]2[C@:5]5([C:6]=34)[CH2:4][CH2:3]1, predict the reactants needed to synthesize it. The reactants are: [CH3:1][N:2]1[C@@H:18]2[CH2:19][C:7]3[CH:8]=[CH:9][C:10]([O:22][CH3:23])=[C:11]4[O:12][C@H:13]5[C:14]([O:20][CH3:21])=[CH:15][CH:16]=[C:17]2[C@:5]5([C:6]=34)[CH2:4][CH2:3]1.N1CCOCC1.O. (7) Given the product [C:28]([O:32][C:33]([N:35]1[CH2:36][CH:37]=[C:38]([C:9]2[NH:8][C:5]3=[N:6][CH:7]=[C:2]([Br:1])[C:3]([NH:12][C:13]4[CH:14]=[C:15]5[C:19](=[CH:20][CH:21]=4)[NH:18][N:17]=[CH:16]5)=[C:4]3[CH:10]=2)[CH2:39][CH2:40]1)=[O:34])([CH3:31])([CH3:29])[CH3:30], predict the reactants needed to synthesize it. The reactants are: [Br:1][C:2]1[C:3]([NH:12][C:13]2[CH:14]=[C:15]3[C:19](=[CH:20][CH:21]=2)[NH:18][N:17]=[CH:16]3)=[C:4]2[CH:10]=[C:9](I)[NH:8][C:5]2=[N:6][CH:7]=1.C(=O)([O-])[O-].[K+].[K+].[C:28]([O:32][C:33]([N:35]1[CH2:40][CH:39]=[C:38](B2OC(C)(C)C(C)(C)O2)[CH2:37][CH2:36]1)=[O:34])([CH3:31])([CH3:30])[CH3:29]. (8) Given the product [CH3:30][N:16]1[C:17]([CH2:18][O:19][C:20]2[CH:25]=[CH:24][C:23]([C:26]([F:29])([F:28])[F:27])=[CH:22][CH:21]=2)=[C:13]([C:11]2[O:10][N:9]=[C:8]([C:6]3[CH:5]=[CH:4][N:3]=[C:2]([NH:34][C:31](=[O:33])[CH3:32])[CH:7]=3)[N:12]=2)[CH:14]=[N:15]1, predict the reactants needed to synthesize it. The reactants are: Cl[C:2]1[CH:7]=[C:6]([C:8]2[N:12]=[C:11]([C:13]3[CH:14]=[N:15][N:16]([CH3:30])[C:17]=3[CH2:18][O:19][C:20]3[CH:25]=[CH:24][C:23]([C:26]([F:29])([F:28])[F:27])=[CH:22][CH:21]=3)[O:10][N:9]=2)[CH:5]=[CH:4][N:3]=1.[C:31]([NH2:34])(=[O:33])[CH3:32].C1(P(C2CCCCC2)C2C=CC=CC=2C2C(C(C)C)=CC(C(C)C)=CC=2C(C)C)CCCCC1.C(=O)([O-])[O-].[Cs+].[Cs+]. (9) The reactants are: [NH2:1][CH2:2][CH2:3][N:4]([CH2:7][CH2:8][NH:9][C:10]1[CH:15]=[CH:14][CH:13]=[C:12]([Br:16])[N:11]=1)[CH2:5][CH3:6].C(N(CCN[C:33]([C:35]1[CH:44]=[N:43][C:42]2[C:37](=[CH:38][CH:39]=[C:40]([I:45])[CH:41]=2)[N:36]=1)=[O:34])CCOC1C(F)=NC=CC=1)C. Given the product [Br:16][C:12]1[N:11]=[C:10]([NH:9][CH2:8][CH2:7][N:4]([CH2:3][CH2:2][NH:1][C:33]([C:35]2[CH:44]=[N:43][C:42]3[C:37](=[CH:38][CH:39]=[C:40]([I:45])[CH:41]=3)[N:36]=2)=[O:34])[CH2:5][CH3:6])[CH:15]=[CH:14][CH:13]=1, predict the reactants needed to synthesize it.